This data is from Catalyst prediction with 721,799 reactions and 888 catalyst types from USPTO. The task is: Predict which catalyst facilitates the given reaction. Reactant: [NH2:1][C:2]1[N:7]=[CH:6][N:5]=[C:4]([NH:8][C@H:9]([C:11]2[N:16]([C:17]3[CH:22]=[CH:21][CH:20]=[CH:19][CH:18]=3)[C:15](=[O:23])[C:14]3=[C:24](C)[CH:25]=[CH:26][N:13]3[N:12]=2)[CH3:10])[C:3]=1I.CC1(C)C(C)(C)OB([C:37]2[CH:38]=[CH:39][C:40]([NH2:43])=[N:41][CH:42]=2)O1.C(=O)([O-])[O-].[Na+].[Na+]. Product: [NH2:1][C:2]1[N:7]=[CH:6][N:5]=[C:4]([NH:8][C@H:9]([C:11]2[N:16]([C:17]3[CH:22]=[CH:21][CH:20]=[CH:19][CH:18]=3)[C:15](=[O:23])[C:14]3=[CH:24][CH:25]=[CH:26][N:13]3[N:12]=2)[CH3:10])[C:3]=1[C:37]1[CH:42]=[N:41][C:40]([NH2:43])=[CH:39][CH:38]=1. The catalyst class is: 155.